This data is from Reaction yield outcomes from USPTO patents with 853,638 reactions. The task is: Predict the reaction yield, written as a fraction of the theoretical maximum amount of product (1.0 means a 100% yield; for example, 0.34 means a 34% yield). (1) The reactants are [N:1]1[CH:6]=[CH:5][CH:4]=[CH:3][C:2]=1[C:7]([OH:9])=O.C(Cl)(=O)C(Cl)=O.[NH2:16][C:17]1[N:47]=[C:20]2[CH:21]=[CH:22][C:23]([O:25][C:26]3[CH:27]=[C:28]([NH:33][C:34](=[O:46])[C:35]4[CH:40]=[CH:39][CH:38]=[C:37]([C:41]([C:44]#[N:45])([CH3:43])[CH3:42])[CH:36]=4)[CH:29]=[CH:30][C:31]=3[CH3:32])=[CH:24][N:19]2[N:18]=1.C(=O)([O-])O.[Na+]. The catalyst is O1CCCC1.N1C=CC=CC=1.CN(C)C=O. The product is [C:44]([C:41]([C:37]1[CH:36]=[C:35]([C:34]([NH:33][C:28]2[CH:29]=[CH:30][C:31]([CH3:32])=[C:26]([CH:27]=2)[O:25][C:23]2[CH:22]=[CH:21][C:20]3[N:19]([N:18]=[C:17]([NH:16][C:7]([C:2]4[CH:3]=[CH:4][CH:5]=[CH:6][N:1]=4)=[O:9])[N:47]=3)[CH:24]=2)=[O:46])[CH:40]=[CH:39][CH:38]=1)([CH3:43])[CH3:42])#[N:45]. The yield is 0.580. (2) The product is [CH3:1][S:2]([O:5][C:6]1[CH:11]=[CH:10][C:9]([C:12]2([C:22]3[CH:23]=[C:24]([C:41]4[CH:40]=[CH:39][CH:38]=[C:37]([O:36][CH3:35])[CH:42]=4)[CH:25]=[CH:26][CH:27]=3)[C:16]3=[N:17][CH2:18][CH2:19][CH2:20][N:15]3[C:14]([NH2:21])=[N:13]2)=[CH:8][CH:7]=1)(=[O:4])=[O:3]. The reactants are [CH3:1][S:2]([O:5][C:6]1[CH:11]=[CH:10][C:9]([C:12]2([C:22]3[CH:27]=[CH:26][CH:25]=[C:24](Br)[CH:23]=3)[C:16]3=[N:17][CH2:18][CH2:19][CH2:20][N:15]3[C:14]([NH2:21])=[N:13]2)=[CH:8][CH:7]=1)(=[O:4])=[O:3].C(=O)([O-])[O-].[K+].[K+].[CH3:35][O:36][C:37]1[CH:38]=[C:39](B(O)O)[CH:40]=[CH:41][CH:42]=1. The catalyst is O1CCCC1. The yield is 0.230. (3) The reactants are [CH3:1][O:2][C:3]1[CH:4]=[C:5]2[C:10](=[CH:11][C:12]=1[CH2:13][NH:14][C@H:15]1[CH2:20][CH2:19][CH2:18][NH:17][C@H:16]1[C:21]1[CH:26]=[CH:25][CH:24]=[CH:23][CH:22]=1)[N:9]([CH3:27])[C:8](=[O:28])[CH2:7][CH2:6]2.I[CH:30]([CH3:32])[CH3:31]. The catalyst is C(#N)C.C(Cl)Cl. The product is [CH:30]([N:17]1[CH2:18][CH2:19][CH2:20][C@H:15]([NH:14][CH2:13][C:12]2[CH:11]=[C:10]3[C:5]([CH2:6][CH2:7][C:8](=[O:28])[N:9]3[CH3:27])=[CH:4][C:3]=2[O:2][CH3:1])[C@@H:16]1[C:21]1[CH:26]=[CH:25][CH:24]=[CH:23][CH:22]=1)([CH3:32])[CH3:31]. The yield is 0.340. (4) The reactants are [Cl:1][C:2]1[CH:20]=[C:19]([OH:21])[CH:18]=[C:17]([Cl:22])[C:3]=1[CH2:4][C@@H:5]1[CH2:9][CH2:8][N:7]([N:10]2[CH2:15][CH2:14][O:13][CH2:12][CH2:11]2)[C:6]1=[O:16].[F:23][C:24]([F:37])([F:36])[S:25](O[S:25]([C:24]([F:37])([F:36])[F:23])(=[O:27])=[O:26])(=[O:27])=[O:26]. The catalyst is N1C=CC=CC=1. The product is [Cl:22][C:17]1[CH:18]=[C:19]([O:21][S:25]([C:24]([F:37])([F:36])[F:23])(=[O:27])=[O:26])[CH:20]=[C:2]([Cl:1])[C:3]=1[CH2:4][C@@H:5]1[CH2:9][CH2:8][N:7]([N:10]2[CH2:15][CH2:14][O:13][CH2:12][CH2:11]2)[C:6]1=[O:16]. The yield is 0.720.